From a dataset of Full USPTO retrosynthesis dataset with 1.9M reactions from patents (1976-2016). Predict the reactants needed to synthesize the given product. (1) Given the product [Cl:1][C:2]1[CH:3]=[CH:4][C:5]([C:9]2[N:13]([CH2:14][CH:15]3[CH2:16][CH2:17][CH2:18][CH2:19][CH2:20]3)[C:12]3[CH:21]=[C:22]([F:26])[C:23]([F:25])=[CH:24][C:11]=3[N:10]=2)=[C:6]([NH:8][C:29](=[O:28])[C:30]2[CH:35]=[CH:34][C:33]([C:36]3[NH:40][N:39]=[N:38][N:37]=3)=[C:32]([F:41])[CH:31]=2)[CH:7]=1, predict the reactants needed to synthesize it. The reactants are: [Cl:1][C:2]1[CH:3]=[CH:4][C:5]([C:9]2[N:13]([CH2:14][CH:15]3[CH2:20][CH2:19][CH2:18][CH2:17][CH2:16]3)[C:12]3[CH:21]=[C:22]([F:26])[C:23]([F:25])=[CH:24][C:11]=3[N:10]=2)=[C:6]([NH2:8])[CH:7]=1.C[O:28][C:29](=O)[C:30]1[CH:35]=[CH:34][C:33]([C:36]2[NH:40][N:39]=[N:38][N:37]=2)=[C:32]([F:41])[CH:31]=1. (2) Given the product [ClH:1].[N:2]12[CH2:11][CH:6]3[CH2:7][CH:8]([CH2:10][CH:4]([C@@H:5]3[NH:12][C:22]([C:19]3[CH:20]=[C:21]4[C:16]([CH:15]=[CH:14][NH:13]4)=[CH:17][CH:18]=3)=[O:23])[CH2:3]1)[CH2:9]2, predict the reactants needed to synthesize it. The reactants are: [ClH:1].[N:2]12[CH2:11][CH:6]3[CH2:7][CH:8]([CH2:10][CH:4]([C@@H:5]3[NH2:12])[CH2:3]1)[CH2:9]2.[NH:13]1[C:21]2[C:16](=[CH:17][CH:18]=[C:19]([C:22](O)=[O:23])[CH:20]=2)[CH:15]=[CH:14]1.N. (3) Given the product [ClH:14].[Cl:14][C:15]1[CH:16]=[CH:17][C:18](/[CH:19]=[CH:20]/[S:21]([N:1]2[CH2:2][CH2:3][NH:4][CH2:5][CH2:6]2)(=[O:23])=[O:22])=[CH:25][CH:26]=1, predict the reactants needed to synthesize it. The reactants are: [N:1]1(C(OC(C)(C)C)=O)[CH2:6][CH2:5][NH:4][CH2:3][CH2:2]1.[Cl:14][C:15]1[CH:26]=[CH:25][C:18](/[CH:19]=[CH:20]/[S:21](Cl)(=[O:23])=[O:22])=[CH:17][CH:16]=1. (4) Given the product [CH:2]1[C:3]2[NH:17][C:18]3[C:23](=[CH:22][CH:21]=[CH:20][CH:19]=3)[C:15]=2[CH:9]=[CH:10][N:11]=1, predict the reactants needed to synthesize it. The reactants are: F[C:2](F)(F)[C:3](O)=O.C[CH:9]([C:15]1[C:23]2[C:18](=[CH:19][CH:20]=[CH:21][CH:22]=2)[NH:17]C=1)[C@@H:10](C(O)=O)[NH2:11].C1C(C=O)=CC2OCOC=2C=1.C([O-])(O)=O.[Na+]. (5) Given the product [CH2:5]([C:4]1[NH:1][C:22]([NH2:23])=[N:21][C:7]=1[CH2:8][CH2:9][CH2:10][CH2:11][CH2:12][C:13]1[CH:18]=[CH:17][CH:16]=[CH:15][CH:14]=1)[CH3:6], predict the reactants needed to synthesize it. The reactants are: [N+:1]([CH:4]([C:7](=O)[CH2:8][CH2:9][CH2:10][CH2:11][CH2:12][C:13]1[CH:18]=[CH:17][CH:16]=[CH:15][CH:14]=1)[CH2:5][CH3:6])([O-])=O.Cl.[N:21]#[C:22][NH2:23].